From a dataset of Full USPTO retrosynthesis dataset with 1.9M reactions from patents (1976-2016). Predict the reactants needed to synthesize the given product. (1) Given the product [NH2:27][C:24]1[CH:25]=[CH:26][C:21]([C:20]2[C:13]3[C:14](=[N:15][CH:16]=[N:17][C:12]=3[NH2:11])[N:18]([C@H:33]3[CH2:38][CH2:37][C@@H:36]([N:39]4[CH2:40][CH2:41][N:42]([CH3:45])[CH2:43][CH2:44]4)[CH2:35][CH2:34]3)[N:19]=2)=[CH:22][C:23]=1[O:31][CH3:32], predict the reactants needed to synthesize it. The reactants are: FC(F)(F)C(O)=O.ClCCl.[NH2:11][C:12]1[N:17]=[CH:16][N:15]=[C:14]2[N:18]([CH:33]3[CH2:38][CH2:37][CH:36]([N:39]4[CH2:44][CH2:43][N:42]([CH3:45])[CH2:41][CH2:40]4)[CH2:35][CH2:34]3)[N:19]=[C:20]([C:21]3[CH:26]=[CH:25][C:24]([NH:27]C(=O)[O-])=[C:23]([O:31][CH3:32])[CH:22]=3)[C:13]=12. (2) Given the product [CH3:26][C:27]1[N:10]2[C:9](=[O:22])[N:8]([CH:5]3[CH2:4][CH2:3][NH:35][CH2:7][CH2:6]3)[CH2:12][C:11]2=[CH:15][N:29]=1, predict the reactants needed to synthesize it. The reactants are: ClC1[CH:7]=[CH:6][C:5]([NH:8][C:9](=[O:22])[NH:10][CH:11]([CH2:15]C2C=CC=CC=2)[C:12](O)=O)=[CH:4][CH:3]=1.C1C=C[C:26]2N(O)N=[N:29][C:27]=2C=1.CC[N:35]=C=NCCCN(C)C.CN1CCOCC1. (3) Given the product [ClH:31].[ClH:31].[NH2:22][CH:19]1[CH2:20][CH2:21][N:16]([CH2:15][CH:10]2[N:9]3[C:14]4[N:13]([C:2](=[O:1])[CH:3]=[N:4][C:5]=4[CH:6]=[CH:7][C:8]3=[O:30])[CH2:12][CH2:11]2)[CH2:17][CH2:18]1, predict the reactants needed to synthesize it. The reactants are: [O:1]=[C:2]1[N:13]2[C:14]3[N:9]([CH:10]([CH2:15][N:16]4[CH2:21][CH2:20][CH:19]([NH:22]C(=O)OC(C)(C)C)[CH2:18][CH2:17]4)[CH2:11][CH2:12]2)[C:8](=[O:30])[CH:7]=[CH:6][C:5]=3[N:4]=[CH:3]1.[ClH:31].